From a dataset of Reaction yield outcomes from USPTO patents with 853,638 reactions. Predict the reaction yield, written as a fraction of the theoretical maximum amount of product (1.0 means a 100% yield; for example, 0.34 means a 34% yield). (1) The reactants are [CH3:1][C:2]1([CH3:32])[CH2:7][C:6](=[O:8])[CH2:5][C:4]([CH3:10])([CH3:9])[P:3]1[C:11]1[CH:16]=[CH:15][CH:14]=[CH:13][C:12]=1[C:17]1[C:22]([CH:23]([CH3:25])[CH3:24])=[CH:21][C:20]([CH:26]([CH3:28])[CH3:27])=[CH:19][C:18]=1[CH:29]([CH3:31])[CH3:30].[CH2:33](O)[CH2:34][CH2:35][OH:36].O.C1(C)C=CC(S(O)(=O)=O)=CC=1. The catalyst is C1(C)C=CC=CC=1. The product is [CH3:32][C:2]1([CH3:1])[P:3]([C:11]2[CH:16]=[CH:15][CH:14]=[CH:13][C:12]=2[C:17]2[C:22]([CH:23]([CH3:24])[CH3:25])=[CH:21][C:20]([CH:26]([CH3:28])[CH3:27])=[CH:19][C:18]=2[CH:29]([CH3:31])[CH3:30])[C:4]([CH3:9])([CH3:10])[CH2:5][C:6]2([O:36][CH2:35][CH2:34][CH2:33][O:8]2)[CH2:7]1. The yield is 0.660. (2) The reactants are [CH3:1][N:2]1[CH:6]=[CH:5][N:4]=[C:3]1[CH:7]=O.[F:9][C:10]1[CH:15]=[CH:14][C:13](/[C:16](=[N:18]/[C:19]2[CH:27]=[CH:26][CH:25]=[C:24]3[C:20]=2[CH2:21][O:22][C:23]3=[O:28])/[CH3:17])=[CH:12][CH:11]=1.[CH3:29][CH2:30][O-:31].[Na+].C(OCC)(=O)C. The catalyst is C(OCC)(=O)CC. The product is [F:9][C:10]1[CH:11]=[CH:12][C:13]([C:16]2([CH3:17])[CH:7]([C:3]3[N:2]([CH3:1])[CH:6]=[CH:5][N:4]=3)[C:30](=[O:31])[C:29]3[C:24]([C:23]([O:22][CH2:21][CH3:20])=[O:28])=[CH:25][CH:26]=[CH:27][C:19]=3[NH:18]2)=[CH:14][CH:15]=1. The yield is 0.0800. (3) The reactants are [CH:1]1([CH2:6][CH:7]([N:11]2[C:16](=[O:17])[CH:15]=[C:14]([O:18][C:19]3[CH:24]=[CH:23][CH:22]=[CH:21][C:20]=3[O:25][CH3:26])[CH:13]=[N:12]2)[C:8]([OH:10])=O)[CH2:5][CH2:4][CH2:3][CH2:2]1.[NH2:27][C:28]1[CH:32]=[CH:31][N:30]([CH2:33][C:34]([CH3:37])([OH:36])[CH3:35])[N:29]=1. No catalyst specified. The product is [CH:1]1([CH2:6][CH:7]([N:11]2[C:16](=[O:17])[CH:15]=[C:14]([O:18][C:19]3[CH:24]=[CH:23][CH:22]=[CH:21][C:20]=3[O:25][CH3:26])[CH:13]=[N:12]2)[C:8]([NH:27][C:28]2[CH:32]=[CH:31][N:30]([CH2:33][C:34]([OH:36])([CH3:35])[CH3:37])[N:29]=2)=[O:10])[CH2:5][CH2:4][CH2:3][CH2:2]1. The yield is 0.650. (4) The reactants are [CH2:1]([O:3][C:4]1[CH:9]=[CH:8][C:7]([C:10]2[O:14][N:13]=[C:12]([C:15]3[CH:16]=[CH:17][C:18]4[O:22][C:21]([C:23]5([NH:31]C(=O)OC(C)(C)C)[CH2:28][O:27]C(C)(C)[O:25][CH2:24]5)=[CH:20][C:19]=4[CH:39]=3)[N:11]=2)=[CH:6][CH:5]=1)[CH3:2].ClC1C=C(C2ON=C(C3C=CC4OC(C5(NC(=O)OC(C)(C)C)COC(C)(C)OC5)=CC=4C=3)N=2)C=CC=1OCCC. No catalyst specified. The product is [NH2:31][C:23]([C:21]1[O:22][C:18]2[CH:17]=[CH:16][C:15]([C:12]3[N:11]=[C:10]([C:7]4[CH:6]=[CH:5][C:4]([O:3][CH2:1][CH3:2])=[CH:9][CH:8]=4)[O:14][N:13]=3)=[CH:39][C:19]=2[CH:20]=1)([CH2:28][OH:27])[CH2:24][OH:25]. The yield is 0.320. (5) The reactants are [C:1]([OH:7])([C:3]([F:6])([F:5])[F:4])=[O:2].[CH3:8][N:9]([CH3:26])[CH2:10][CH2:11][O:12][CH:13]1[CH2:18][CH2:17][N:16](C(OC(C)(C)C)=O)[CH2:15][CH2:14]1. The catalyst is C(Cl)Cl. The product is [F:4][C:3]([F:6])([F:5])[C:1]([OH:7])=[O:2].[F:4][C:3]([F:6])([F:5])[C:1]([OH:7])=[O:2].[CH3:8][N:9]([CH3:26])[CH2:10][CH2:11][O:12][CH:13]1[CH2:18][CH2:17][NH:16][CH2:15][CH2:14]1. The yield is 0.990. (6) The reactants are [F:1][C:2]1[N:7]=[C:6]([NH2:8])[CH:5]=[CH:4][CH:3]=1.[CH3:9][C:10]([CH3:15])([CH3:14])[C:11](Cl)=[O:12]. The catalyst is N1C=CC=CC=1. The product is [F:1][C:2]1[N:7]=[C:6]([NH:8][C:11](=[O:12])[C:10]([CH3:15])([CH3:14])[CH3:9])[CH:5]=[CH:4][CH:3]=1. The yield is 0.930. (7) The reactants are Cl[C:2]1[N:3]=[CH:4][C:5]2[CH2:6][CH2:7][CH2:8][C:9]3([C:15](=[O:16])[N:14]([CH3:17])[C:13](=[O:18])[NH:12]3)[C:10]=2[CH:11]=1.[Cl:19][C:20]1[CH:21]=[C:22](B(O)O)[CH:23]=[CH:24][CH:25]=1.C(=O)([O-])[O-].[Na+].[Na+].O1CCOCC1. The catalyst is C1C=CC(P(C2C=CC=CC=2)[C-]2C=CC=C2)=CC=1.C1C=CC(P(C2C=CC=CC=2)[C-]2C=CC=C2)=CC=1.Cl[Pd]Cl.[Fe+2]. The product is [Cl:19][C:20]1[CH:25]=[C:24]([C:2]2[N:3]=[CH:4][C:5]3[CH2:6][CH2:7][CH2:8][C:9]4([C:15](=[O:16])[N:14]([CH3:17])[C:13](=[O:18])[NH:12]4)[C:10]=3[CH:11]=2)[CH:23]=[CH:22][CH:21]=1. The yield is 0.920.